Dataset: Peptide-MHC class II binding affinity with 134,281 pairs from IEDB. Task: Regression. Given a peptide amino acid sequence and an MHC pseudo amino acid sequence, predict their binding affinity value. This is MHC class II binding data. (1) The peptide sequence is PCKGDSVTIKLDGNL. The MHC is HLA-DQA10102-DQB10602 with pseudo-sequence HLA-DQA10102-DQB10602. The binding affinity (normalized) is 0.194. (2) The binding affinity (normalized) is 0.391. The MHC is DRB1_1101 with pseudo-sequence DRB1_1101. The peptide sequence is RQEKWMTGRMGERQL. (3) The peptide sequence is PARLIVFPDLGVR. The MHC is DRB1_1302 with pseudo-sequence DRB1_1302. The binding affinity (normalized) is 0.287. (4) The peptide sequence is AFHVAATAANAAPAN. The MHC is DRB1_1001 with pseudo-sequence DRB1_1001. The binding affinity (normalized) is 0.667. (5) The peptide sequence is EKKYFAATQFEPVAA. The MHC is HLA-DPA10201-DPB11401 with pseudo-sequence HLA-DPA10201-DPB11401. The binding affinity (normalized) is 0.743. (6) The peptide sequence is LVKYEGDTMAEVELR. The MHC is DRB1_0901 with pseudo-sequence DRB1_0901. The binding affinity (normalized) is 0.129. (7) The peptide sequence is YDKFLANVSTVLWGK. The MHC is DRB1_1001 with pseudo-sequence DRB1_1001. The binding affinity (normalized) is 0.669. (8) The peptide sequence is SGRLKFLDVCVALDM. The MHC is DRB1_0701 with pseudo-sequence DRB1_0701. The binding affinity (normalized) is 0.754. (9) The peptide sequence is VREAIKRRLRTLILA. The MHC is DRB1_0802 with pseudo-sequence DRB1_0802. The binding affinity (normalized) is 0.129. (10) The peptide sequence is VKKYFAATQFEPLAA. The MHC is DRB1_1001 with pseudo-sequence DRB1_1001. The binding affinity (normalized) is 0.607.